This data is from PAMPA (Parallel Artificial Membrane Permeability Assay) permeability data from NCATS. The task is: Regression/Classification. Given a drug SMILES string, predict its absorption, distribution, metabolism, or excretion properties. Task type varies by dataset: regression for continuous measurements (e.g., permeability, clearance, half-life) or binary classification for categorical outcomes (e.g., BBB penetration, CYP inhibition). Dataset: pampa_ncats. (1) The molecule is CC1=C(C(=NO1)C)C2=CC3=C(C=C2)N=CN=C3NC(C)C4=CC=CC=C4. The result is 1 (high permeability). (2) The compound is C1=CC=C(C=C1)C2=CC=C(O2)C(=O)NC3=CC4=C(C=C3)OC(=N4)C5=CN=CC=C5. The result is 1 (high permeability).